Dataset: Catalyst prediction with 721,799 reactions and 888 catalyst types from USPTO. Task: Predict which catalyst facilitates the given reaction. (1) The catalyst class is: 6. Product: [C:1]([C:3]1[CH:4]=[C:5]([C:24]2[CH:29]=[CH:28][C:27]([C:30]([OH:32])=[O:31])=[CH:26][C:25]=2[F:34])[CH:6]=[CH:7][C:8]=1[O:9][CH2:10][CH:11]1[CH2:16][CH2:15][N:14]([CH2:17][C:18]([CH2:22][CH3:23])([F:21])[CH2:19][CH3:20])[CH2:13][CH2:12]1)#[N:2]. Reactant: [C:1]([C:3]1[CH:4]=[C:5]([C:24]2[CH:29]=[CH:28][C:27]([C:30]([O:32]C)=[O:31])=[CH:26][C:25]=2[F:34])[CH:6]=[CH:7][C:8]=1[O:9][CH2:10][CH:11]1[CH2:16][CH2:15][N:14]([CH2:17][C:18]([CH2:22][CH3:23])([F:21])[CH2:19][CH3:20])[CH2:13][CH2:12]1)#[N:2].O[Li].O. (2) Reactant: [NH2:1][C:2]1[CH:7]=[CH:6][C:5]([O:8][C:9](=[O:11])[CH3:10])=[C:4]([CH3:12])[CH:3]=1.CO[CH:15]=[C:16]1[C:21](=[O:22])[O:20][C:19]([CH3:24])([CH3:23])[O:18][C:17]1=[O:25]. Product: [CH3:23][C:19]1([CH3:24])[O:18][C:17](=[O:25])[C:16](=[CH:15][NH:1][C:2]2[CH:7]=[CH:6][C:5]([O:8][C:9](=[O:11])[CH3:10])=[C:4]([CH3:12])[CH:3]=2)[C:21](=[O:22])[O:20]1. The catalyst class is: 14. (3) Reactant: [NH:1]1[CH2:4][CH:3]([C:5]([OH:7])=[O:6])[CH2:2]1.C(=O)([O-])[O-].[K+].[K+].[CH2:14]([O:21][C:22](Cl)=[O:23])[C:15]1[CH:20]=[CH:19][CH:18]=[CH:17][CH:16]=1.Cl. Product: [CH2:14]([O:21][C:22]([N:1]1[CH2:4][CH:3]([C:5]([OH:7])=[O:6])[CH2:2]1)=[O:23])[C:15]1[CH:20]=[CH:19][CH:18]=[CH:17][CH:16]=1. The catalyst class is: 127. (4) Reactant: [OH:1][C:2]([C:5]1[C:13]2[C:8](=[CH:9][C:10]([C:14](O)=[O:15])=[CH:11][CH:12]=2)[N:7]([C:17]2[CH:21]=[CH:20][S:19][CH:18]=2)[N:6]=1)([CH3:4])[CH3:3].Cl.Cl.[CH3:24][C:25]1[N:29]=[C:28]([C@H:30]([NH2:32])[CH3:31])[O:27][N:26]=1.Cl.CN(C)CCCN=C=NCC.ON1C2N=CC=CC=2N=N1.CN1CCOCC1. Product: [OH:1][C:2]([C:5]1[C:13]2[C:8](=[CH:9][C:10]([C:14]([NH:32][C@@H:30]([C:28]3[O:27][N:26]=[C:25]([CH3:24])[N:29]=3)[CH3:31])=[O:15])=[CH:11][CH:12]=2)[N:7]([C:17]2[CH:21]=[CH:20][S:19][CH:18]=2)[N:6]=1)([CH3:4])[CH3:3]. The catalyst class is: 9.